Dataset: Reaction yield outcomes from USPTO patents with 853,638 reactions. Task: Predict the reaction yield, written as a fraction of the theoretical maximum amount of product (1.0 means a 100% yield; for example, 0.34 means a 34% yield). (1) The reactants are Br[C:2]1[CH:3]=[N:4][N:5]([CH3:16])[C:6]=1[C:7]1[CH:8]=[C:9]([C:12]([O:14][CH3:15])=[O:13])[S:10][CH:11]=1.[CH:17]1(B(O)O)[CH2:19][CH2:18]1.C(=O)([O-])[O-].[Cs+].[Cs+]. The catalyst is O1CCCC1. The product is [CH:17]1([C:2]2[CH:3]=[N:4][N:5]([CH3:16])[C:6]=2[C:7]2[CH:8]=[C:9]([C:12]([O:14][CH3:15])=[O:13])[S:10][CH:11]=2)[CH2:19][CH2:18]1. The yield is 0.950. (2) The reactants are [F:1][C:2]1[CH:7]=[CH:6][C:5]([NH:8][C:9]([NH:11][C:12]2[N:16]([C:17]3[CH:22]=[CH:21][CH:20]=[CH:19][CH:18]=3)[N:15]=[C:14]([C:23]([F:26])([F:25])[F:24])[CH:13]=2)=[O:10])=[CH:4][C:3]=1[O:27]C.B(Br)(Br)Br. The catalyst is C(Cl)Cl. The product is [C:2]1([N:8]([C:5]2[CH:6]=[CH:7][C:2]([F:1])=[C:3]([OH:27])[CH:4]=2)[C:9]([NH:11][C:12]2[N:16]([C:17]3[CH:18]=[CH:19][CH:20]=[CH:21][CH:22]=3)[N:15]=[C:14]([C:23]([F:25])([F:24])[F:26])[CH:13]=2)=[O:10])[CH:7]=[CH:6][CH:5]=[CH:4][CH:3]=1. The yield is 0.340. (3) The reactants are [Cl:1][C:2]1[CH:8]=[C:7]([O:9][CH3:10])[C:6]([CH3:11])=[CH:5][C:3]=1[NH2:4].[C:12](Cl)(Cl)=[O:13]. The catalyst is CCOC(C)=O. The product is [Cl:1][C:2]1[CH:8]=[C:7]([O:9][CH3:10])[C:6]([CH3:11])=[CH:5][C:3]=1[N:4]=[C:12]=[O:13]. The yield is 0.980. (4) The reactants are Cl[C:2]1[O:3][C:4]2[CH:10]=[CH:9][CH:8]=[CH:7][C:5]=2[N:6]=1.[CH3:11][C:12]1([CH3:26])[C:16]([CH3:18])([CH3:17])[O:15][B:14]([C:19]2[CH:25]=[CH:24][C:22]([NH2:23])=[CH:21][CH:20]=2)[O:13]1. The catalyst is C1(C)C=CC=CC=1. The product is [CH3:17][C:16]1([CH3:18])[C:12]([CH3:11])([CH3:26])[O:13][B:14]([C:19]2[CH:25]=[CH:24][C:22]([NH:23][C:2]3[O:3][C:4]4[CH:10]=[CH:9][CH:8]=[CH:7][C:5]=4[N:6]=3)=[CH:21][CH:20]=2)[O:15]1. The yield is 0.550. (5) The reactants are Cl[C:2]1[N:7]=[C:6]([C:8]2[N:12]3[CH:13]=[CH:14][CH:15]=[CH:16][C:11]3=[N:10][C:9]=2[C:17]2[CH:18]=[CH:19][C:20]([O:34][CH2:35][CH3:36])=[C:21]([CH:33]=2)[C:22]([NH:24][C:25]2[C:30]([F:31])=[CH:29][CH:28]=[CH:27][C:26]=2[F:32])=[O:23])[CH:5]=[CH:4][N:3]=1.[CH3:37][C:38]1[C:39]([N:47]2[CH2:52][CH2:51][N:50]([CH2:53][CH2:54][S:55]([CH3:58])(=[O:57])=[O:56])[CH2:49][CH2:48]2)=[CH:40][C:41]([O:45][CH3:46])=[C:42]([CH:44]=1)[NH2:43].C1(C)C=CC(S(O)(=O)=O)=CC=1.C[O-].[Na+]. The catalyst is C(Cl)Cl.CC(O)C. The product is [F:32][C:26]1[CH:27]=[CH:28][CH:29]=[C:30]([F:31])[C:25]=1[NH:24][C:22](=[O:23])[C:21]1[CH:33]=[C:17]([C:9]2[N:10]=[C:11]3[CH:16]=[CH:15][CH:14]=[CH:13][N:12]3[C:8]=2[C:6]2[CH:5]=[CH:4][N:3]=[C:2]([NH:43][C:42]3[CH:44]=[C:38]([CH3:37])[C:39]([N:47]4[CH2:52][CH2:51][N:50]([CH2:53][CH2:54][S:55]([CH3:58])(=[O:57])=[O:56])[CH2:49][CH2:48]4)=[CH:40][C:41]=3[O:45][CH3:46])[N:7]=2)[CH:18]=[CH:19][C:20]=1[O:34][CH2:35][CH3:36]. The yield is 0.570. (6) The reactants are [F:1][C:2]([F:9])([F:8])[C:3]([O:5]CC)=O.C[O-].[Na+].[CH3:13][C:14]([C:16]1[CH:21]=[CH:20][C:19]([F:22])=[CH:18][CH:17]=1)=[O:15]. The catalyst is C(OC)(C)(C)C.Cl. The product is [F:9][C:2]([F:1])([F:8])[C:3](=[O:5])[CH2:13][C:14]([C:16]1[CH:21]=[CH:20][C:19]([F:22])=[CH:18][CH:17]=1)=[O:15]. The yield is 0.970. (7) The reactants are [Br:1][C:2]1[CH:3]=[CH:4][C:5]2[O:14][CH2:13][CH2:12][N:11]3[C:7](=[N:8][C:9](I)=[CH:10]3)[C:6]=2[CH:16]=1.[CH3:17][C:18]1[C:19]([Sn](CCCC)(CCCC)CCCC)=[N:20][CH:21]=[CH:22][CH:23]=1. The catalyst is CN(C=O)C.[Cu](I)I. The product is [Br:1][C:2]1[CH:3]=[CH:4][C:5]2[O:14][CH2:13][CH2:12][N:11]3[C:7](=[N:8][C:9]([C:19]4[C:18]([CH3:17])=[CH:23][CH:22]=[CH:21][N:20]=4)=[CH:10]3)[C:6]=2[CH:16]=1. The yield is 0.740.